This data is from Full USPTO retrosynthesis dataset with 1.9M reactions from patents (1976-2016). The task is: Predict the reactants needed to synthesize the given product. (1) Given the product [C:1]([O:4][C:5]1[CH:10]=[CH:9][C:8]([O:11][CH2:15][C@@H:14]([NH:16][C:17]([O:18][C:19]([CH3:21])([CH3:20])[CH3:22])=[O:23])[CH3:13])=[CH:7][CH:6]=1)(=[O:3])[CH3:2], predict the reactants needed to synthesize it. The reactants are: [C:1]([O:4][C:5]1[CH:10]=[CH:9][C:8]([OH:11])=[CH:7][CH:6]=1)(=[O:3])[CH3:2].O[CH2:13][C@@H:14]([NH:16][C:17](=[O:23])[O:18][C:19]([CH3:22])([CH3:21])[CH3:20])[CH3:15].C1(P(C2C=CC=CC=2)C2C=CC=CC=2)C=CC=CC=1.N(C(OC(C)C)=O)=NC(OC(C)C)=O. (2) Given the product [Br:9][C:10]1[CH:14]=[CH:13][S:12][C:11]=1[C:15]1[NH:8][C:1]2[CH:6]=[CH:5][CH:4]=[CH:3][C:2]=2[N:7]=1, predict the reactants needed to synthesize it. The reactants are: [C:1]1([NH2:8])[CH:6]=[CH:5][CH:4]=[CH:3][C:2]=1[NH2:7].[Br:9][C:10]1[CH:14]=[CH:13][S:12][C:11]=1[CH:15]=O. (3) Given the product [CH:18]1([C:2]2[C:3]([F:11])=[C:4]([C:7]([F:10])=[CH:8][CH:9]=2)[CH:5]=[O:6])[CH2:20][CH2:19]1, predict the reactants needed to synthesize it. The reactants are: Br[C:2]1[C:3]([F:11])=[C:4]([C:7]([F:10])=[CH:8][CH:9]=1)[CH:5]=[O:6].C(=O)([O-])[O-].[Na+].[Na+].[CH:18]1(B(O)O)[CH2:20][CH2:19]1.